This data is from Catalyst prediction with 721,799 reactions and 888 catalyst types from USPTO. The task is: Predict which catalyst facilitates the given reaction. Reactant: [S:1]1[C:5]2[CH:6]=[CH:7][CH:8]=[CH:9][C:4]=2[N:3]=[C:2]1[NH:10][C:11](=[O:19])[C:12]1[CH:17]=[CH:16][C:15]([CH3:18])=[CH:14][CH:13]=1.C(=O)([O-])[O-].[K+].[K+].Br[CH:27]([CH2:32][C:33]1[CH:38]=[CH:37][CH:36]=[CH:35][CH:34]=1)[C:28]([O:30]C)=[O:29]. Product: [CH3:18][C:15]1[CH:16]=[CH:17][C:12]([C:11]([N:10]=[C:2]2[N:3]([CH:27]([CH2:32][C:33]3[CH:38]=[CH:37][CH:36]=[CH:35][CH:34]=3)[C:28]([OH:30])=[O:29])[C:4]3[CH:9]=[CH:8][CH:7]=[CH:6][C:5]=3[S:1]2)=[O:19])=[CH:13][CH:14]=1. The catalyst class is: 9.